Dataset: Ames mutagenicity test results for genotoxicity prediction. Task: Regression/Classification. Given a drug SMILES string, predict its toxicity properties. Task type varies by dataset: regression for continuous values (e.g., LD50, hERG inhibition percentage) or binary classification for toxic/non-toxic outcomes (e.g., AMES mutagenicity, cardiotoxicity, hepatotoxicity). Dataset: ames. (1) The compound is O=S(=O)(c1ccc(Cl)cc1)c1ccc(Cl)cc1. The result is 0 (non-mutagenic). (2) The compound is CCCCN(N=O)C(N)=O. The result is 1 (mutagenic). (3) The compound is IC(I)I. The result is 1 (mutagenic). (4) The molecule is O=C(O)c1ccc(Cl)c([N+](=O)[O-])c1. The result is 1 (mutagenic). (5) The molecule is NC[C@H]1CC[C@H](C(=O)c2ccc(CCC(=O)O)cc2)CC1. The result is 0 (non-mutagenic). (6) The compound is O=c1oc2ccc([N+](=O)[O-])cc2c2ccccc12. The result is 1 (mutagenic). (7) The compound is CCCCON(OC(C)=O)C(=O)c1ccc(C)cc1. The result is 1 (mutagenic).